This data is from Forward reaction prediction with 1.9M reactions from USPTO patents (1976-2016). The task is: Predict the product of the given reaction. Given the reactants CC1[CH:3]=[C:4]([C:13]([CH3:17])([CH3:16])[C:14]#[N:15])[CH:5]=[C:6]([C:8]([CH3:12])([CH3:11])[C:9]#[N:10])[CH:7]=1.OS(O)(=O)=O.[C:23]([OH:26])(=[O:25])[CH3:24], predict the reaction product. The product is: [C:14]([C:13]([C:4]1[CH:3]=[C:24]([CH:7]=[C:6]([C:8]([C:9]#[N:10])([CH3:12])[CH3:11])[CH:5]=1)[C:23]([OH:26])=[O:25])([CH3:17])[CH3:16])#[N:15].